This data is from Reaction yield outcomes from USPTO patents with 853,638 reactions. The task is: Predict the reaction yield, written as a fraction of the theoretical maximum amount of product (1.0 means a 100% yield; for example, 0.34 means a 34% yield). The catalyst is [Fe].CC(O)=O. The yield is 0.900. The product is [Si:1]([O:8][CH:9]1[CH2:14][CH:13]([CH3:15])[CH2:12][C:11]([C:16]2[CH:21]=[CH:20][N:19]=[CH:18][C:17]=2[NH2:22])=[CH:10]1)([C:4]([CH3:7])([CH3:5])[CH3:6])([CH3:3])[CH3:2]. The reactants are [Si:1]([O:8][CH:9]1[CH2:14][CH:13]([CH3:15])[CH2:12][C:11]([C:16]2[CH:21]=[CH:20][N:19]=[CH:18][C:17]=2[N+:22]([O-])=O)=[CH:10]1)([C:4]([CH3:7])([CH3:6])[CH3:5])([CH3:3])[CH3:2].